This data is from NCI-60 drug combinations with 297,098 pairs across 59 cell lines. The task is: Regression. Given two drug SMILES strings and cell line genomic features, predict the synergy score measuring deviation from expected non-interaction effect. (1) Drug 1: C1=NC2=C(N1)C(=S)N=CN2. Drug 2: CC12CCC3C(C1CCC2OP(=O)(O)O)CCC4=C3C=CC(=C4)OC(=O)N(CCCl)CCCl.[Na+]. Cell line: HT29. Synergy scores: CSS=39.0, Synergy_ZIP=-5.81, Synergy_Bliss=-2.61, Synergy_Loewe=-8.52, Synergy_HSA=0.231. (2) Drug 1: C1C(C(OC1N2C=C(C(=O)NC2=O)F)CO)O. Synergy scores: CSS=69.6, Synergy_ZIP=-3.98, Synergy_Bliss=-0.680, Synergy_Loewe=-4.94, Synergy_HSA=-0.309. Cell line: OVCAR-8. Drug 2: CC1C(C(CC(O1)OC2CC(OC(C2O)C)OC3=CC4=CC5=C(C(=O)C(C(C5)C(C(=O)C(C(C)O)O)OC)OC6CC(C(C(O6)C)O)OC7CC(C(C(O7)C)O)OC8CC(C(C(O8)C)O)(C)O)C(=C4C(=C3C)O)O)O)O. (3) Drug 1: CC1=C(C=C(C=C1)C(=O)NC2=CC(=CC(=C2)C(F)(F)F)N3C=C(N=C3)C)NC4=NC=CC(=N4)C5=CN=CC=C5. Drug 2: CC1=C(C(=O)C2=C(C1=O)N3CC4C(C3(C2COC(=O)N)OC)N4)N. Cell line: UACC62. Synergy scores: CSS=31.9, Synergy_ZIP=-1.90, Synergy_Bliss=-2.86, Synergy_Loewe=-17.5, Synergy_HSA=-2.58. (4) Drug 1: C1CN(CCN1C(=O)CCBr)C(=O)CCBr. Drug 2: C1C(C(OC1N2C=NC(=NC2=O)N)CO)O. Cell line: NCI/ADR-RES. Synergy scores: CSS=19.5, Synergy_ZIP=-1.17, Synergy_Bliss=4.44, Synergy_Loewe=4.73, Synergy_HSA=5.31. (5) Drug 1: C1C(C(OC1N2C=NC3=C2NC=NCC3O)CO)O. Drug 2: C1CCC(C(C1)N)N.C(=O)(C(=O)[O-])[O-].[Pt+4]. Cell line: HT29. Synergy scores: CSS=44.2, Synergy_ZIP=26.7, Synergy_Bliss=31.0, Synergy_Loewe=24.8, Synergy_HSA=26.9. (6) Drug 1: CNC(=O)C1=CC=CC=C1SC2=CC3=C(C=C2)C(=NN3)C=CC4=CC=CC=N4. Drug 2: CC1=C(C(=O)C2=C(C1=O)N3CC4C(C3(C2COC(=O)N)OC)N4)N. Cell line: IGROV1. Synergy scores: CSS=12.5, Synergy_ZIP=-1.98, Synergy_Bliss=-0.472, Synergy_Loewe=-7.96, Synergy_HSA=-0.422. (7) Drug 1: CC1C(C(CC(O1)OC2CC(CC3=C2C(=C4C(=C3O)C(=O)C5=C(C4=O)C(=CC=C5)OC)O)(C(=O)C)O)N)O.Cl. Drug 2: C1=CN(C(=O)N=C1N)C2C(C(C(O2)CO)O)O.Cl. Cell line: M14. Synergy scores: CSS=36.5, Synergy_ZIP=-2.09, Synergy_Bliss=2.69, Synergy_Loewe=-4.68, Synergy_HSA=3.05. (8) Drug 1: CC1=C(C=C(C=C1)NC2=NC=CC(=N2)N(C)C3=CC4=NN(C(=C4C=C3)C)C)S(=O)(=O)N.Cl. Drug 2: C1C(C(OC1N2C=NC(=NC2=O)N)CO)O. Cell line: NCI-H226. Synergy scores: CSS=8.83, Synergy_ZIP=-1.83, Synergy_Bliss=3.56, Synergy_Loewe=0.418, Synergy_HSA=0.619.